This data is from Peptide-MHC class I binding affinity with 185,985 pairs from IEDB/IMGT. The task is: Regression. Given a peptide amino acid sequence and an MHC pseudo amino acid sequence, predict their binding affinity value. This is MHC class I binding data. (1) The peptide sequence is HIMPNSFRV. The MHC is HLA-A31:01 with pseudo-sequence HLA-A31:01. The binding affinity (normalized) is 0.0847. (2) The peptide sequence is NAHEGQLVI. The MHC is HLA-B15:01 with pseudo-sequence HLA-B15:01. The binding affinity (normalized) is 0.0847. (3) The peptide sequence is AMIDRLHQT. The MHC is HLA-B15:01 with pseudo-sequence HLA-B15:01. The binding affinity (normalized) is 0.482. (4) The peptide sequence is LPSSSSYSY. The MHC is HLA-B57:01 with pseudo-sequence HLA-B57:01. The binding affinity (normalized) is 0.0847. (5) The peptide sequence is RRLRPGGKK. The MHC is Patr-B1301 with pseudo-sequence Patr-B1301. The binding affinity (normalized) is 0.182. (6) The peptide sequence is SSMNSDAAY. The MHC is HLA-A31:01 with pseudo-sequence HLA-A31:01. The binding affinity (normalized) is 0.0847. (7) The peptide sequence is YAGETDLFI. The MHC is H-2-Kb with pseudo-sequence H-2-Kb. The binding affinity (normalized) is 0.0378. (8) The peptide sequence is YIASIFMPR. The MHC is HLA-B44:02 with pseudo-sequence HLA-B44:02. The binding affinity (normalized) is 0.0847. (9) The binding affinity (normalized) is 0.126. The peptide sequence is FVNYNFTLV. The MHC is HLA-B57:01 with pseudo-sequence HLA-B57:01. (10) The MHC is HLA-A29:02 with pseudo-sequence HLA-A29:02. The peptide sequence is ETLLPLTQY. The binding affinity (normalized) is 0.485.